From a dataset of Forward reaction prediction with 1.9M reactions from USPTO patents (1976-2016). Predict the product of the given reaction. (1) Given the reactants [CH2:1]([NH:5][C:6]1[CH:11]=[CH:10][C:9]([C:12]([OH:21])([C:17]([F:20])([F:19])[F:18])[C:13]([F:16])([F:15])[F:14])=[CH:8][CH:7]=1)[CH2:2][CH2:3][CH3:4].[CH3:22][N:23]([CH3:27])[C:24](Cl)=[S:25], predict the reaction product. The product is: [CH2:1]([N:5]([C:6]1[CH:11]=[CH:10][C:9]([C:12]([OH:21])([C:17]([F:18])([F:19])[F:20])[C:13]([F:15])([F:14])[F:16])=[CH:8][CH:7]=1)[C:24]([N:23]([CH3:27])[CH3:22])=[S:25])[CH2:2][CH2:3][CH3:4]. (2) Given the reactants [CH2:1]([O:3][C:4]1[CH:11]=[CH:10][C:7]([CH:8]=[O:9])=[CH:6][C:5]=1F)C.[OH:13][C:14]1C=C(OC)C=C[C:15]=1C=O.C(=O)([O-])[O-].[K+].[K+].ICC, predict the reaction product. The product is: [CH2:14]([O:13][C:10]1[CH:11]=[C:4]([O:3][CH3:1])[CH:5]=[CH:6][C:7]=1[CH:8]=[O:9])[CH3:15]. (3) Given the reactants [Br-].[CH3:2][C:3]1[CH:4]=[C:5]([S+:24]2[C:28]3[CH:29]=[CH:30][CH:31]=[CH:32][C:27]=3[C:26]3[CH:33]=[CH:34][CH:35]=[CH:36][C:25]2=3)[CH:6]=[C:7]([CH3:23])[C:8]=1[O:9][CH2:10][C:11](=[O:22])[O:12][C:13]([C:16]1[CH:21]=[CH:20][CH:19]=[CH:18][CH:17]=1)([CH3:15])[CH3:14].[F:37][C:38]([F:50])([S:46]([O-:49])(=[O:48])=[O:47])[CH2:39][O:40][C:41](=[O:45])[C:42]([CH3:44])=[CH2:43].C([NH+](CC)CC)C.O, predict the reaction product. The product is: [F:50][C:38]([F:37])([S:46]([O-:49])(=[O:48])=[O:47])[CH2:39][O:40][C:41](=[O:45])[C:42]([CH3:44])=[CH2:43].[CH3:23][C:7]1[CH:6]=[C:5]([S+:24]2[C:28]3[CH:29]=[CH:30][CH:31]=[CH:32][C:27]=3[C:26]3[CH:33]=[CH:34][CH:35]=[CH:36][C:25]2=3)[CH:4]=[C:3]([CH3:2])[C:8]=1[O:9][CH2:10][C:11](=[O:22])[O:12][C:13]([C:16]1[CH:17]=[CH:18][CH:19]=[CH:20][CH:21]=1)([CH3:15])[CH3:14].